From a dataset of Catalyst prediction with 721,799 reactions and 888 catalyst types from USPTO. Predict which catalyst facilitates the given reaction. Reactant: [Br:1][C:2]1[C:3]([NH:9][C:10]([C:12]2[O:13][CH:14]=[CH:15][CH:16]=2)=[NH:11])=[N:4][CH:5]=[C:6]([Br:8])[N:7]=1.C([O-])(=O)C.C([O-])(=O)C.C([O-])(=O)C.C([O-])(=O)C.[Pb+4]. Product: [Br:8][C:6]1[N:7]=[C:2]([Br:1])[C:3]2[N:4]([N:11]=[C:10]([C:12]3[O:13][CH:14]=[CH:15][CH:16]=3)[N:9]=2)[CH:5]=1. The catalyst class is: 11.